Dataset: Forward reaction prediction with 1.9M reactions from USPTO patents (1976-2016). Task: Predict the product of the given reaction. (1) Given the reactants [NH2:1][C:2]1[CH:7]=[CH:6][C:5]([OH:8])=[CH:4][C:3]=1[F:9].CC(C)([O-:13])C.[K+].Cl[C:17]1[CH:22]=[CH:21][N:20]=[C:19]([CH2:23][NH-:24])[CH:18]=1.[OH-].[Na+], predict the reaction product. The product is: [NH2:1][C:2]1[CH:7]=[CH:6][C:5]([O:8][C:17]2[CH:22]=[CH:21][N:20]=[C:19]([C:23]([NH2:24])=[O:13])[CH:18]=2)=[CH:4][C:3]=1[F:9]. (2) Given the reactants [N:1]1([C:6]2[CH:11]=[CH:10][C:9]([OH:12])=[CH:8][CH:7]=2)[CH:5]=[CH:4][N:3]=[CH:2]1.[CH3:13][N:14]([C:18]1[CH:23]=[CH:22][CH:21]=[CH:20][CH:19]=1)[C:15](Cl)=[O:16], predict the reaction product. The product is: [N:1]1([C:6]2[CH:11]=[CH:10][C:9]([O:12][C:15](=[O:16])[N:14]([CH3:13])[C:18]3[CH:23]=[CH:22][CH:21]=[CH:20][CH:19]=3)=[CH:8][CH:7]=2)[CH:5]=[CH:4][N:3]=[CH:2]1. (3) The product is: [NH2:1][C:2]1[CH:7]=[CH:6][C:5]([S:8][C:9]2[S:13][C:12]([C:14]([NH:34][CH2:33][C@H:32]([C:35]3[CH:40]=[CH:39][CH:38]=[CH:37][CH:36]=3)[CH3:31])=[O:15])=[CH:11][C:10]=2[NH:17][C:18]2[C:19]3[CH:27]=[CH:26][C:25]([CH:28]([CH3:30])[CH3:29])=[N:24][C:20]=3[N:21]=[CH:22][N:23]=2)=[CH:4][CH:3]=1. Given the reactants [NH2:1][C:2]1[CH:7]=[CH:6][C:5]([S:8][C:9]2[S:13][C:12]([C:14](O)=[O:15])=[CH:11][C:10]=2[NH:17][C:18]2[C:19]3[CH:27]=[CH:26][C:25]([CH:28]([CH3:30])[CH3:29])=[N:24][C:20]=3[N:21]=[CH:22][N:23]=2)=[CH:4][CH:3]=1.[CH3:31][C@@H:32]([C:35]1[CH:40]=[CH:39][CH:38]=[CH:37][CH:36]=1)[CH2:33][NH2:34].C(N(CC)C(C)C)(C)C.F[B-](F)(F)F.N1(OC(N(C)C)=[N+](C)C)C2C=CC=CC=2N=N1, predict the reaction product. (4) Given the reactants Cl[CH2:2][CH2:3][O:4][C:5]1[CH:14]=[C:13]2[C:8]([C:9]([NH:17][C:18]3[CH:23]=[CH:22][C:21]([S:24][C:25]4[N:26]([CH3:30])[CH:27]=[CH:28][N:29]=4)=[C:20]([Cl:31])[CH:19]=3)=[C:10]([C:15]#[N:16])[CH:11]=[N:12]2)=[CH:7][C:6]=1[O:32][CH3:33].[N:34]1([CH:39]2[CH2:44][CH2:43][NH:42][CH2:41][CH2:40]2)[CH2:38][CH2:37][CH2:36][CH2:35]1.C(=O)(O)[O-].[Na+], predict the reaction product. The product is: [Cl:31][C:20]1[CH:19]=[C:18]([CH:23]=[CH:22][C:21]=1[S:24][C:25]1[N:26]([CH3:30])[CH:27]=[CH:28][N:29]=1)[NH:17][C:9]1[C:8]2[C:13](=[CH:14][C:5]([O:4][CH2:3][CH2:2][N:42]3[CH2:43][CH2:44][CH:39]([N:34]4[CH2:38][CH2:37][CH2:36][CH2:35]4)[CH2:40][CH2:41]3)=[C:6]([O:32][CH3:33])[CH:7]=2)[N:12]=[CH:11][C:10]=1[C:15]#[N:16].